This data is from CYP2C9 inhibition data for predicting drug metabolism from PubChem BioAssay. The task is: Regression/Classification. Given a drug SMILES string, predict its absorption, distribution, metabolism, or excretion properties. Task type varies by dataset: regression for continuous measurements (e.g., permeability, clearance, half-life) or binary classification for categorical outcomes (e.g., BBB penetration, CYP inhibition). Dataset: cyp2c9_veith. (1) The molecule is O=C(O)c1cc2ccccc2c(S(=O)(=O)O)c1O. The result is 0 (non-inhibitor). (2) The compound is C=C1C(O)(c2ccccc2)C2CC[N+]1(C)CC2.[Cl-]. The result is 0 (non-inhibitor). (3) The drug is CCC(Sc1nc2n[nH]c(C)c2c(=N)n1-c1cccc(Cl)c1)C(=O)NCCOC. The result is 1 (inhibitor). (4) The drug is N#CC1=C(N)SC(N)=C(C#N)C1c1cccc(O)c1. The result is 1 (inhibitor).